The task is: Predict the reaction yield, written as a fraction of the theoretical maximum amount of product (1.0 means a 100% yield; for example, 0.34 means a 34% yield).. This data is from Reaction yield outcomes from USPTO patents with 853,638 reactions. (1) The reactants are [CH2:1]([N:3]([CH:38]1[CH2:43][CH2:42][O:41][CH2:40][CH2:39]1)[C:4]1[C:5]([CH3:37])=[C:6]([CH:22]=[C:23]([C:25]2[CH:26]=[N:27][C:28]([N:31]3[CH2:36][CH2:35][NH:34][CH2:33][CH2:32]3)=[CH:29][CH:30]=2)[CH:24]=1)[C:7]([NH:9][CH2:10][C:11]1[C:12](=[O:21])[NH:13][C:14]([CH3:20])=[CH:15][C:16]=1[CH2:17][CH2:18][CH3:19])=[O:8])[CH3:2].[CH3:44][N:45]1[CH2:50][CH2:49][C:48](=O)[CH2:47][CH2:46]1.C(O)(=O)C.C(O[BH-](OC(=O)C)OC(=O)C)(=O)C.[Na+]. The catalyst is ClC(Cl)C. The product is [CH2:1]([N:3]([CH:38]1[CH2:43][CH2:42][O:41][CH2:40][CH2:39]1)[C:4]1[C:5]([CH3:37])=[C:6]([CH:22]=[C:23]([C:25]2[CH:26]=[N:27][C:28]([N:31]3[CH2:36][CH2:35][N:34]([CH:48]4[CH2:49][CH2:50][N:45]([CH3:44])[CH2:46][CH2:47]4)[CH2:33][CH2:32]3)=[CH:29][CH:30]=2)[CH:24]=1)[C:7]([NH:9][CH2:10][C:11]1[C:12](=[O:21])[NH:13][C:14]([CH3:20])=[CH:15][C:16]=1[CH2:17][CH2:18][CH3:19])=[O:8])[CH3:2]. The yield is 0.410. (2) The reactants are [CH3:1][N:2]1[CH:10]=[C:9]2[C:4]([CH:5]=[C:6]([C:19]([O:21][CH2:22][CH3:23])=[O:20])[CH:7]=[C:8]2[O:11]S(C(F)(F)F)(=O)=O)=[N:3]1.O[C:25]1[CH:35]=[CH:34][C:28]([C:29]([N:31]([CH3:33])[CH3:32])=[O:30])=[CH:27][CH:26]=1.P([O-])([O-])([O-])=O.[K+].[K+].[K+].C(P(C(C)(C)C)C1C=CC=CC=1C1C(C(C)C)=CC(C(C)C)=CC=1C(C)C)(C)(C)C. The catalyst is C1(C)C=CC=CC=1.C([O-])(=O)C.[Pd+2].C([O-])(=O)C. The product is [CH3:32][N:31]([CH3:33])[C:29]([C:28]1[CH:34]=[CH:35][C:25]([O:11][C:8]2[C:9]3[C:4]([CH:5]=[C:6]([C:19]([O:21][CH2:22][CH3:23])=[O:20])[CH:7]=2)=[N:3][N:2]([CH3:1])[CH:10]=3)=[CH:26][CH:27]=1)=[O:30]. The yield is 0.120.